This data is from Forward reaction prediction with 1.9M reactions from USPTO patents (1976-2016). The task is: Predict the product of the given reaction. (1) Given the reactants Cl[C:2]1[CH:7]=[CH:6][N:5]=[C:4]([CH3:8])[CH:3]=1.[CH3:9][N:10](C)CCN(C)C.[C-]#N.[K+], predict the reaction product. The product is: [CH3:8][C:4]1[CH:3]=[C:2]([C:9]#[N:10])[CH:7]=[CH:6][N:5]=1. (2) The product is: [Cl:11][C:8]1[CH:9]=[CH:10][C:5]2[N:6]([C:2]([C:32]#[C:31][C:33]3[CH:34]=[C:35]([CH:38]=[CH:39][C:40]=3[CH3:41])[C:36]#[N:37])=[CH:3][N:4]=2)[N:7]=1. Given the reactants Br[C:2]1[N:6]2[N:7]=[C:8]([Cl:11])[CH:9]=[CH:10][C:5]2=[N:4][CH:3]=1.C1C=CC(P(C2C=CC=CC=2)C2C=CC=CC=2)=CC=1.[C:31]([C:33]1[CH:34]=[C:35]([CH:38]=[CH:39][C:40]=1[CH3:41])[C:36]#[N:37])#[CH:32].CCN(CC)CC, predict the reaction product.